Dataset: Forward reaction prediction with 1.9M reactions from USPTO patents (1976-2016). Task: Predict the product of the given reaction. Given the reactants [C:1]([O:5][C:6](=[O:25])[NH:7][CH2:8][CH2:9][CH2:10][CH2:11][C@H:12]([NH:17][C:18]([O:20][C:21]([CH3:24])([CH3:23])[CH3:22])=[O:19])[CH2:13][N:14]=[N+]=[N-])([CH3:4])([CH3:3])[CH3:2], predict the reaction product. The product is: [C:1]([O:5][C:6](=[O:25])[NH:7][CH2:8][CH2:9][CH2:10][CH2:11][C@H:12]([NH:17][C:18]([O:20][C:21]([CH3:24])([CH3:23])[CH3:22])=[O:19])[CH2:13][NH2:14])([CH3:4])([CH3:3])[CH3:2].